This data is from Peptide-MHC class II binding affinity with 134,281 pairs from IEDB. The task is: Regression. Given a peptide amino acid sequence and an MHC pseudo amino acid sequence, predict their binding affinity value. This is MHC class II binding data. The peptide sequence is VGNVAWMHVLAAKYI. The MHC is DRB1_0404 with pseudo-sequence DRB1_0404. The binding affinity (normalized) is 0.347.